From a dataset of Reaction yield outcomes from USPTO patents with 853,638 reactions. Predict the reaction yield, written as a fraction of the theoretical maximum amount of product (1.0 means a 100% yield; for example, 0.34 means a 34% yield). (1) The reactants are Cl[CH2:2][C:3]([NH:5][C:6]1[CH:11]=[C:10]([N+:12]([O-:14])=[O:13])[CH:9]=[CH:8][C:7]=1[O:15][C:16]([F:19])([F:18])[F:17])=[O:4].[NH:20]1[CH2:25][CH2:24][O:23][CH2:22][CH2:21]1.C(N(CC)CC)C.[I-].[K+]. The catalyst is CN(C=O)C. The product is [N:20]1([CH2:2][C:3]([NH:5][C:6]2[CH:11]=[C:10]([N+:12]([O-:14])=[O:13])[CH:9]=[CH:8][C:7]=2[O:15][C:16]([F:19])([F:18])[F:17])=[O:4])[CH2:25][CH2:24][O:23][CH2:22][CH2:21]1. The yield is 0.830. (2) The reactants are [C:1]1([C:7]2[C:11]([C:12]3[C:17](=[O:18])[CH:16]=[CH:15][N:14]([C:19]4[CH:24]=[CH:23][CH:22]=[C:21]([C:25]([F:28])([F:27])[F:26])[CH:20]=4)[N:13]=3)=[CH:10][NH:9][N:8]=2)[CH:6]=[CH:5][CH:4]=[CH:3][CH:2]=1.IC.[C:31]([O-])([O-])=O.[K+].[K+].O. The catalyst is CN(C=O)C. The product is [CH3:31][N:8]1[C:7]([C:1]2[CH:6]=[CH:5][CH:4]=[CH:3][CH:2]=2)=[C:11]([C:12]2[C:17](=[O:18])[CH:16]=[CH:15][N:14]([C:19]3[CH:24]=[CH:23][CH:22]=[C:21]([C:25]([F:26])([F:27])[F:28])[CH:20]=3)[N:13]=2)[CH:10]=[N:9]1. The yield is 0.300. (3) The reactants are [F:1][C:2]1[CH:7]=[C:6]([C:8]([O:10][CH3:11])=[O:9])[C:5]([F:12])=[CH:4][C:3]=1[NH:13][S:14]([C:17]1[CH:22]=[CH:21][C:20]([C:23]2[CH:24]=[N:25][C:26]([C:29]3[CH2:30][CH2:31][N:32]([C:35]([O:37][C:38]([CH3:41])([CH3:40])[CH3:39])=[O:36])[CH2:33][CH:34]=3)=[N:27][CH:28]=2)=[CH:19][CH:18]=1)(=[O:16])=[O:15].[H][H]. The product is [F:1][C:2]1[CH:7]=[C:6]([C:8]([O:10][CH3:11])=[O:9])[C:5]([F:12])=[CH:4][C:3]=1[NH:13][S:14]([C:17]1[CH:22]=[CH:21][C:20]([C:23]2[CH:24]=[N:25][C:26]([CH:29]3[CH2:30][CH2:31][N:32]([C:35]([O:37][C:38]([CH3:41])([CH3:40])[CH3:39])=[O:36])[CH2:33][CH2:34]3)=[N:27][CH:28]=2)=[CH:19][CH:18]=1)(=[O:16])=[O:15]. The catalyst is CO.[Pd]. The yield is 0.270. (4) The reactants are [N+:1]([C:4]1[CH:5]=[C:6]([CH:16]=[CH:17][CH:18]=1)[O:7][CH2:8][CH2:9][N:10]1[CH2:15][CH2:14][O:13][CH2:12][CH2:11]1)([O-])=O.[H][H]. The catalyst is C(OCC)(=O)C.[Pd]. The product is [N:10]1([CH2:9][CH2:8][O:7][C:6]2[CH:5]=[C:4]([NH2:1])[CH:18]=[CH:17][CH:16]=2)[CH2:15][CH2:14][O:13][CH2:12][CH2:11]1. The yield is 0.860. (5) The reactants are Br[CH:2]([CH2:4][CH3:5])[CH3:3].C(=O)([O-])[O-].[Cs+].[Cs+].[OH:12][C:13]1[CH:18]=[CH:17][C:16]([C:19]2[C:24](=[O:25])[N:23]([CH2:26][C:27]3[CH:32]=[CH:31][C:30]([C:33]4[C:34]([C:39]#[N:40])=[CH:35][CH:36]=[CH:37][CH:38]=4)=[CH:29][CH:28]=3)[C:22]([CH2:41][CH2:42][CH3:43])=[N:21][C:20]=2[CH3:44])=[CH:15][CH:14]=1. The catalyst is CN(C)C=O.C(OCC)(=O)C. The product is [CH:2]([O:12][C:13]1[CH:14]=[CH:15][C:16]([C:19]2[C:24](=[O:25])[N:23]([CH2:26][C:27]3[CH:32]=[CH:31][C:30]([C:33]4[C:34]([C:39]#[N:40])=[CH:35][CH:36]=[CH:37][CH:38]=4)=[CH:29][CH:28]=3)[C:22]([CH2:41][CH2:42][CH3:43])=[N:21][C:20]=2[CH3:44])=[CH:17][CH:18]=1)([CH2:4][CH3:5])[CH3:3]. The yield is 0.890. (6) The reactants are Br[CH2:2][C:3]([OH:5])=[O:4].[F:6][C:7]1[CH:12]=[CH:11][C:10]([NH2:13])=[C:9]([N+:14]([O-:16])=[O:15])[CH:8]=1.[NH4+].[OH-]. The catalyst is C1(C)C(C)=CC=CC=1. The product is [F:6][C:7]1[CH:12]=[CH:11][C:10]([NH:13][CH2:2][C:3]([OH:5])=[O:4])=[C:9]([N+:14]([O-:16])=[O:15])[CH:8]=1. The yield is 0.340. (7) The reactants are [N:1]1[CH:6]=[C:5](B(O)O)[CH:4]=[N:3][CH:2]=1.C(=O)([O-])[O-].[Cs+].[Cs+].[NH2:16][C:17]1[C:25]2[C:20](=[CH:21][CH:22]=[CH:23][C:24]=2[F:26])[C:19]([C:34]2[CH:35]=[C:36]([CH3:43])[C:37](=[O:42])[N:38]([CH2:40][CH3:41])[CH:39]=2)([C:27]2[CH:32]=[CH:31][CH:30]=[C:29](Br)[CH:28]=2)[N:18]=1. The catalyst is COCCOC.CCO.O.CCOC(C)=O.C1C=CC([PH+]([C]2[CH][CH][CH][CH]2)C2C=CC=CC=2)=CC=1.C1C=CC([PH+]([C]2[CH][CH][CH][CH]2)C2C=CC=CC=2)=CC=1.C(Cl)Cl.Cl[Pd]Cl.[Fe]. The product is [NH2:16][C:17]1[C:25]2[C:20](=[CH:21][CH:22]=[CH:23][C:24]=2[F:26])[C:19]([C:34]2[CH:35]=[C:36]([CH3:43])[C:37](=[O:42])[N:38]([CH2:40][CH3:41])[CH:39]=2)([C:27]2[CH:32]=[CH:31][CH:30]=[C:29]([C:5]3[CH:6]=[N:1][CH:2]=[N:3][CH:4]=3)[CH:28]=2)[N:18]=1. The yield is 0.710. (8) The reactants are [O:1]1[C:5]2[CH:6]=[CH:7][C:8]([C:10]3([C:13]([NH:15][C:16]4[CH:21]=[CH:20][C:19]([CH3:22])=[C:18](Br)[CH:17]=4)=[O:14])[CH2:12][CH2:11]3)=[CH:9][C:4]=2[O:3][CH2:2]1.[OH:24][CH2:25][C:26]1[CH:31]=[CH:30][C:29](B(O)O)=[CH:28][CH:27]=1.C([O-])([O-])=O.[K+].[K+]. The catalyst is CN(C)C=O. The product is [O:1]1[C:5]2[CH:6]=[CH:7][C:8]([C:10]3([C:13]([NH:15][C:16]4[CH:17]=[C:18]([C:29]5[CH:30]=[CH:31][C:26]([CH2:25][OH:24])=[CH:27][CH:28]=5)[C:19]([CH3:22])=[CH:20][CH:21]=4)=[O:14])[CH2:12][CH2:11]3)=[CH:9][C:4]=2[O:3][CH2:2]1. The yield is 0.590.